The task is: Predict the reaction yield, written as a fraction of the theoretical maximum amount of product (1.0 means a 100% yield; for example, 0.34 means a 34% yield).. This data is from Reaction yield outcomes from USPTO patents with 853,638 reactions. (1) The reactants are C[O:2][C:3](=[O:17])[CH:4]([CH2:13][CH:14]([CH3:16])[CH3:15])[CH2:5][C:6]([O:8][C:9]([CH3:12])([CH3:11])[CH3:10])=[O:7].[Cl-].[Li+]. The catalyst is CS(C)=O.O. The product is [C:9]([O:8][C:6](=[O:7])[CH2:5][CH:4]([CH2:13][CH:14]([CH3:15])[CH3:16])[C:3]([OH:17])=[O:2])([CH3:12])([CH3:11])[CH3:10]. The yield is 0.440. (2) The reactants are [CH3:1][O:2][C:3]([C:5]1[CH:14]=[C:13]2[C:8]([CH:9]=[CH:10][C:11]([C:15]([F:18])([F:17])[F:16])=[N:12]2)=[C:7](OS(C(F)(F)F)(=O)=O)[C:6]=1[N+:27]([O-:29])=[O:28])=[O:4].C([SiH](CC)CC)C. The catalyst is CN(C)C=O.C(OCC)(=O)C.C([O-])(=O)C.[Pd+2].C([O-])(=O)C.C1(P(C2C=CC=CC=2)[C-]2C=CC=C2)C=CC=CC=1.[C-]1(P(C2C=CC=CC=2)C2C=CC=CC=2)C=CC=C1.[Fe+2]. The product is [CH3:1][O:2][C:3]([C:5]1[CH:14]=[C:13]2[C:8]([CH:9]=[CH:10][C:11]([C:15]([F:17])([F:18])[F:16])=[N:12]2)=[CH:7][C:6]=1[N+:27]([O-:29])=[O:28])=[O:4]. The yield is 0.620. (3) The reactants are Cl[C:2]1[N:7]=[C:6]([S:8][CH2:9][CH3:10])[C:5]([C:11]([NH:13][CH2:14][C:15]2[CH:20]=[CH:19][CH:18]=[C:17]([F:21])[CH:16]=2)=[O:12])=[C:4]([CH3:22])[CH:3]=1.[CH3:23][NH:24][CH2:25][CH:26]1[CH2:31][CH2:30][CH2:29][CH2:28][O:27]1.CCN(C(C)C)C(C)C. The product is [CH2:9]([S:8][C:6]1[C:5]([C:11]([NH:13][CH2:14][C:15]2[CH:20]=[CH:19][CH:18]=[C:17]([F:21])[CH:16]=2)=[O:12])=[C:4]([CH3:22])[CH:3]=[C:2]([N:24]([CH3:23])[CH2:25][CH:26]2[CH2:31][CH2:30][CH2:29][CH2:28][O:27]2)[N:7]=1)[CH3:10]. The yield is 0.380. The catalyst is CC#N.[OH-].[Na+].CCOC(C)=O. (4) The reactants are [CH2:1]([O:8][C:9]1[CH:10]=[C:11]([CH:14]=[C:15]([F:17])[CH:16]=1)[CH:12]=O)[C:2]1[CH:7]=[CH:6][CH:5]=[CH:4][CH:3]=1.[N+:18]([CH3:21])([O-:20])=[O:19].C([O-])(=O)C.[NH4+]. The catalyst is C(O)(=O)C. The product is [CH2:1]([O:8][C:9]1[CH:10]=[C:11](/[CH:12]=[CH:21]/[N+:18]([O-:20])=[O:19])[CH:14]=[C:15]([F:17])[CH:16]=1)[C:2]1[CH:7]=[CH:6][CH:5]=[CH:4][CH:3]=1. The yield is 0.685. (5) The reactants are [NH2:1][C:2]1[N:6]([C:7]2[C:12]([F:13])=[CH:11][CH:10]=[CH:9][C:8]=2[F:14])[N:5]=[CH:4][C:3]=1[CH:15]=O.NC1N(C2C=CC=CC=2Cl)N=CC=1C=O.C(O)C.[C:35](OCC)(=[O:42])[CH2:36][C:37]([O:39][CH2:40][CH3:41])=[O:38].N1CCCCC1. No catalyst specified. The product is [F:13][C:12]1[CH:11]=[CH:10][CH:9]=[C:8]([F:14])[C:7]=1[N:6]1[C:2]2[NH:1][C:35](=[O:42])[C:36]([C:37]([O:39][CH2:40][CH3:41])=[O:38])=[CH:15][C:3]=2[CH:4]=[N:5]1. The yield is 1.00. (6) The reactants are [H-].[Na+].Cl[CH2:4][C:5]([CH2:7]Cl)=[CH2:6].[OH:9][CH2:10][CH2:11][NH:12][C:13](=[O:19])[O:14][C:15]([CH3:18])([CH3:17])[CH3:16].CC(O)=O. The catalyst is CN(C)C=O.C1COCC1. The product is [CH2:6]=[C:5]1[CH2:7][O:9][CH2:10][CH2:11][N:12]([C:13]([O:14][C:15]([CH3:18])([CH3:17])[CH3:16])=[O:19])[CH2:4]1. The yield is 0.560.